This data is from HIV replication inhibition screening data with 41,000+ compounds from the AIDS Antiviral Screen. The task is: Binary Classification. Given a drug SMILES string, predict its activity (active/inactive) in a high-throughput screening assay against a specified biological target. (1) The compound is N#CC1=C(N)N(c2ccccc2)C(c2ccccc2)C1(C#N)C#N. The result is 0 (inactive). (2) The molecule is CC1CC[P+](c2ccccc2)(c2ccccc2)c2ccccc21.F[P-](F)(F)(F)(F)F. The result is 0 (inactive). (3) The molecule is O=C1NNC(=O)c2ccccc2SSc2ccccc2C(=O)NNC(=O)c2ccccc2SSc2ccccc21. The result is 1 (active).